This data is from Forward reaction prediction with 1.9M reactions from USPTO patents (1976-2016). The task is: Predict the product of the given reaction. (1) Given the reactants O=[C:2]1[CH2:7][CH2:6][CH:5]([C:8]([O:10][CH2:11][CH3:12])=[O:9])[CH2:4][CH2:3]1.[NH3:13], predict the reaction product. The product is: [NH2:13][CH:2]1[CH2:7][CH2:6][CH:5]([C:8]([O:10][CH2:11][CH3:12])=[O:9])[CH2:4][CH2:3]1. (2) The product is: [N:16]1([C:19]2[CH:20]=[CH:21][C:22]([N:25]3[CH2:26][CH2:27][NH:28][CH2:29][CH2:30]3)=[CH:23][CH:24]=2)[CH2:15][CH2:14][NH:13][CH2:18][CH2:17]1. Given the reactants FC(F)(F)C(O)=O.C(O[N:13]1[CH2:18][CH2:17][N:16]([C:19]2[CH:24]=[CH:23][C:22]([N:25]3[CH2:30][CH2:29][N:28](OC(C)(C)C)[CH2:27][C:26]3=C=O)=[CH:21][CH:20]=2)[C:15](=C=O)[CH2:14]1)(C)(C)C, predict the reaction product. (3) The product is: [F:16][C:17]1[CH:18]=[C:19]([N:33]2[CH2:37][C@@H:36]([CH2:38][NH+:39]([O-:6])[C:40](=[O:42])[CH3:41])[O:35][C:34]2=[O:43])[CH:20]=[CH:21][C:22]=1[N:23]1[CH2:28][CH2:27][N:26]([S:29]([CH3:32])(=[O:31])=[O:30])[CH2:25][CH2:24]1. Given the reactants OO.FC(F)(F)C(OC(=O)C(F)(F)F)=[O:6].[F:16][C:17]1[CH:18]=[C:19]([N:33]2[CH2:37][C@H:36]([CH2:38][NH:39][C:40](=[O:42])[CH3:41])[O:35][C:34]2=[O:43])[CH:20]=[CH:21][C:22]=1[N:23]1[CH2:28][CH2:27][N:26]([S:29]([CH3:32])(=[O:31])=[O:30])[CH2:25][CH2:24]1, predict the reaction product. (4) Given the reactants [F:1][C:2]1[CH:7]=[C:6]([C:8]2[CH:13]=[CH:12][N:11]=[C:10]([CH3:14])[CH:9]=2)[C:5]([CH3:15])=[CH:4][C:3]=1[CH2:16][C:17]([O:19]C(C)(C)C)=[O:18].C(O)(C(F)(F)F)=O, predict the reaction product. The product is: [F:1][C:2]1[CH:7]=[C:6]([C:8]2[CH:13]=[CH:12][N:11]=[C:10]([CH3:14])[CH:9]=2)[C:5]([CH3:15])=[CH:4][C:3]=1[CH2:16][C:17]([OH:19])=[O:18]. (5) Given the reactants [O-]S([O-])(=O)=O.[Na+].[Na+].[CH2:8]([NH:15][CH:16]=[CH:17][C:18](=[O:20])[CH3:19])[C:9]1[CH:14]=[CH:13][CH:12]=[CH:11][CH:10]=1.[CH3:21][O:22][C:23]1[CH:24]=[C:25]([CH:41]=[CH:42][C:43]=1[O:44][CH3:45])[C:26]([N:28]([CH2:35][CH2:36]/[CH:37]=[CH:38]/[CH:39]=O)[C:29]1[CH:34]=[CH:33][CH:32]=[CH:31][CH:30]=1)=[O:27], predict the reaction product. The product is: [C:18]([C:17]1[CH:37]([CH2:36][CH2:35][N:28]([C:29]2[CH:30]=[CH:31][CH:32]=[CH:33][CH:34]=2)[C:26](=[O:27])[C:25]2[CH:41]=[CH:42][C:43]([O:44][CH3:45])=[C:23]([O:22][CH3:21])[CH:24]=2)[CH:38]=[CH:39][N:15]([CH2:8][C:9]2[CH:14]=[CH:13][CH:12]=[CH:11][CH:10]=2)[CH:16]=1)(=[O:20])[CH3:19]. (6) Given the reactants [F:1][C:2]1[CH:3]=[C:4]([C:11]#[N:12])[C:5]2[CH:6]=[CH:7][NH:8][C:9]=2[CH:10]=1, predict the reaction product. The product is: [F:1][C:2]1[CH:10]=[C:9]2[C:5]([CH:6]=[CH:7][NH:8]2)=[C:4]([CH2:11][NH2:12])[CH:3]=1. (7) The product is: [CH3:1][O:2][C:3](=[O:14])[C:4]1[CH:9]=[CH:8][C:7]([O:10][CH2:11][CH2:12][N:18]2[C:19]3[C:24](=[CH:23][C:22]([C:25]#[N:26])=[CH:21][CH:20]=3)[C:16]([CH3:15])=[C:17]2[C:27]2[CH:28]=[N:29][CH:30]=[CH:31][CH:32]=2)=[CH:6][CH:5]=1. Given the reactants [CH3:1][O:2][C:3](=[O:14])[C:4]1[CH:9]=[CH:8][C:7]([O:10][CH2:11][CH2:12]Br)=[CH:6][CH:5]=1.[CH3:15][C:16]1[C:24]2[C:19](=[CH:20][CH:21]=[C:22]([C:25]#[N:26])[CH:23]=2)[NH:18][C:17]=1[C:27]1[CH:28]=[N:29][CH:30]=[CH:31][CH:32]=1, predict the reaction product.